This data is from Forward reaction prediction with 1.9M reactions from USPTO patents (1976-2016). The task is: Predict the product of the given reaction. (1) Given the reactants [OH:1][C:2]1[NH:7][C:6](=[O:8])[N:5]([CH2:9][C:10]2[CH:15]=[CH:14][CH:13]=[CH:12][CH:11]=2)[C:4](=[O:16])[C:3]=1[C:17]([NH:19][CH2:20][C:21]([O:23]CC)=[O:22])=[O:18].CI.[C:28](=O)([O-])[O-].[Na+].[Na+].Cl, predict the reaction product. The product is: [OH:1][C:2]1[N:7]([CH3:28])[C:6](=[O:8])[N:5]([CH2:9][C:10]2[CH:15]=[CH:14][CH:13]=[CH:12][CH:11]=2)[C:4](=[O:16])[C:3]=1[C:17]([NH:19][CH2:20][C:21]([OH:23])=[O:22])=[O:18]. (2) Given the reactants [CH:1]1([O:6][C:7](=[O:23])[CH:8]([O:17][CH:18]2[CH2:22][CH2:21][CH2:20][CH2:19]2)[CH2:9][C:10]2[CH:15]=[CH:14][C:13]([OH:16])=[CH:12][CH:11]=2)[CH2:5][CH2:4][CH2:3][CH2:2]1.[CH3:24][N:25]1[CH:29]([CH2:30][CH2:31]OS(C2C=CC(C)=CC=2)(=O)=O)[CH2:28][N:27]([CH2:43][C:44]2[CH:49]=[CH:48][C:47]([C:50]([F:53])([F:52])[F:51])=[CH:46][CH:45]=2)[C:26]1=[O:54].C([O-])([O-])=O.[Cs+].[Cs+], predict the reaction product. The product is: [CH:1]1([O:6][C:7](=[O:23])[CH:8]([O:17][CH:18]2[CH2:19][CH2:20][CH2:21][CH2:22]2)[CH2:9][C:10]2[CH:11]=[CH:12][C:13]([O:16][CH2:31][CH2:30][CH:29]3[CH2:28][N:27]([CH2:43][C:44]4[CH:49]=[CH:48][C:47]([C:50]([F:52])([F:53])[F:51])=[CH:46][CH:45]=4)[C:26](=[O:54])[N:25]3[CH3:24])=[CH:14][CH:15]=2)[CH2:2][CH2:3][CH2:4][CH2:5]1. (3) Given the reactants C1(O[C:8](=[O:27])[NH:9][C:10]2[S:11][C:12]3[C:13]([N:21]4[CH2:26][CH2:25][O:24][CH2:23][CH2:22]4)=[N:14][CH:15]=[C:16]([O:19][CH3:20])[C:17]=3[N:18]=2)C=CC=CC=1.[CH3:28][C:29]1([OH:35])[CH2:34][CH2:33][NH:32][CH2:31][CH2:30]1, predict the reaction product. The product is: [CH3:20][O:19][C:16]1[C:17]2[N:18]=[C:10]([NH:9][C:8]([N:32]3[CH2:33][CH2:34][C:29]([OH:35])([CH3:28])[CH2:30][CH2:31]3)=[O:27])[S:11][C:12]=2[C:13]([N:21]2[CH2:22][CH2:23][O:24][CH2:25][CH2:26]2)=[N:14][CH:15]=1.